This data is from Peptide-MHC class I binding affinity with 185,985 pairs from IEDB/IMGT. The task is: Regression. Given a peptide amino acid sequence and an MHC pseudo amino acid sequence, predict their binding affinity value. This is MHC class I binding data. (1) The peptide sequence is HLDELTTTL. The MHC is HLA-A26:01 with pseudo-sequence HLA-A26:01. The binding affinity (normalized) is 0.213. (2) The peptide sequence is HAKYMVTDKT. The MHC is HLA-A68:02 with pseudo-sequence HLA-A68:02. The binding affinity (normalized) is 0. (3) The peptide sequence is LQKIPLQWF. The MHC is HLA-A24:03 with pseudo-sequence HLA-A24:03. The binding affinity (normalized) is 0.0847. (4) The peptide sequence is LEDFKPRSQM. The MHC is HLA-B18:01 with pseudo-sequence HLA-B18:01. The binding affinity (normalized) is 0.0259. (5) The peptide sequence is IWLKLRDSY. The MHC is HLA-A30:02 with pseudo-sequence HLA-A30:02. The binding affinity (normalized) is 0.398. (6) The peptide sequence is TKDAERGKL. The MHC is HLA-B08:03 with pseudo-sequence HLA-B08:03. The binding affinity (normalized) is 0.0847. (7) The peptide sequence is HTLESPVEF. The MHC is HLA-A31:01 with pseudo-sequence HLA-A31:01. The binding affinity (normalized) is 0.330. (8) The peptide sequence is YRATYSMAL. The MHC is HLA-C14:02 with pseudo-sequence HLA-C14:02. The binding affinity (normalized) is 0.558. (9) The peptide sequence is EDFLLMYEM. The MHC is HLA-B40:02 with pseudo-sequence HLA-B40:02. The binding affinity (normalized) is 0.839.